Dataset: Peptide-MHC class I binding affinity with 185,985 pairs from IEDB/IMGT. Task: Regression. Given a peptide amino acid sequence and an MHC pseudo amino acid sequence, predict their binding affinity value. This is MHC class I binding data. (1) The peptide sequence is FMIDWILDA. The MHC is HLA-A02:03 with pseudo-sequence HLA-A02:03. The binding affinity (normalized) is 1.00. (2) The peptide sequence is SLIKYKKTL. The MHC is HLA-A68:02 with pseudo-sequence HLA-A68:02. The binding affinity (normalized) is 0. (3) The peptide sequence is FFSYLMKDK. The MHC is HLA-A68:02 with pseudo-sequence HLA-A68:02. The binding affinity (normalized) is 0. (4) The peptide sequence is ALYWALMES. The MHC is HLA-B08:01 with pseudo-sequence HLA-B08:01. The binding affinity (normalized) is 0.0847. (5) The peptide sequence is PVVTAHIEG. The MHC is Mamu-B08 with pseudo-sequence Mamu-B08. The binding affinity (normalized) is 0. (6) The peptide sequence is ILSNTTKTL. The MHC is HLA-A68:02 with pseudo-sequence HLA-A68:02. The binding affinity (normalized) is 0.278. (7) The peptide sequence is METLLLLGLM. The MHC is HLA-B40:01 with pseudo-sequence HLA-B40:01. The binding affinity (normalized) is 0.359. (8) The peptide sequence is EVLTLATGPI. The MHC is HLA-A26:01 with pseudo-sequence HLA-A26:01. The binding affinity (normalized) is 0.144.